This data is from NCI-60 drug combinations with 297,098 pairs across 59 cell lines. The task is: Regression. Given two drug SMILES strings and cell line genomic features, predict the synergy score measuring deviation from expected non-interaction effect. (1) Drug 1: COC1=C(C=C2C(=C1)N=CN=C2NC3=CC(=C(C=C3)F)Cl)OCCCN4CCOCC4. Drug 2: C1=CN(C(=O)N=C1N)C2C(C(C(O2)CO)O)O.Cl. Cell line: HCC-2998. Synergy scores: CSS=36.1, Synergy_ZIP=6.61, Synergy_Bliss=9.71, Synergy_Loewe=10.9, Synergy_HSA=12.5. (2) Drug 1: C1CNP(=O)(OC1)N(CCCl)CCCl. Drug 2: CC1CCC2CC(C(=CC=CC=CC(CC(C(=O)C(C(C(=CC(C(=O)CC(OC(=O)C3CCCCN3C(=O)C(=O)C1(O2)O)C(C)CC4CCC(C(C4)OC)OP(=O)(C)C)C)C)O)OC)C)C)C)OC. Cell line: NCI-H460. Synergy scores: CSS=6.08, Synergy_ZIP=-0.217, Synergy_Bliss=0.835, Synergy_Loewe=1.71, Synergy_HSA=2.13. (3) Drug 1: CC12CCC3C(C1CCC2O)C(CC4=C3C=CC(=C4)O)CCCCCCCCCS(=O)CCCC(C(F)(F)F)(F)F. Drug 2: N.N.Cl[Pt+2]Cl. Cell line: NCIH23. Synergy scores: CSS=50.6, Synergy_ZIP=0.513, Synergy_Bliss=-1.28, Synergy_Loewe=-10.5, Synergy_HSA=-0.729. (4) Drug 1: CC(CN1CC(=O)NC(=O)C1)N2CC(=O)NC(=O)C2. Drug 2: C1=NC2=C(N=C(N=C2N1C3C(C(C(O3)CO)O)F)Cl)N. Cell line: NCI/ADR-RES. Synergy scores: CSS=25.8, Synergy_ZIP=-4.40, Synergy_Bliss=-9.43, Synergy_Loewe=-17.6, Synergy_HSA=-9.14.